From a dataset of CYP1A2 inhibition data for predicting drug metabolism from PubChem BioAssay. Regression/Classification. Given a drug SMILES string, predict its absorption, distribution, metabolism, or excretion properties. Task type varies by dataset: regression for continuous measurements (e.g., permeability, clearance, half-life) or binary classification for categorical outcomes (e.g., BBB penetration, CYP inhibition). Dataset: cyp1a2_veith. (1) The molecule is COc1ccc(N2C(=O)CSC2c2cccc(F)c2)c(OC)c1. The result is 0 (non-inhibitor). (2) The compound is O=C(Nc1ccc(Cl)cc1Cl)c1cccc(N2C(=O)C=CC2=O)c1. The result is 1 (inhibitor). (3) The compound is COc1ccccc1S(=O)(=O)Nc1ccc(-c2nnc3n2CCCCC3)cc1. The result is 0 (non-inhibitor). (4) The drug is CN(C)Cc1ccccc1-c1cncnc1Nc1ccc(F)cc1. The result is 1 (inhibitor).